This data is from TCR-epitope binding with 47,182 pairs between 192 epitopes and 23,139 TCRs. The task is: Binary Classification. Given a T-cell receptor sequence (or CDR3 region) and an epitope sequence, predict whether binding occurs between them. The epitope is TLIGDCATV. The TCR CDR3 sequence is CASSQEGVGGAWAGELFF. Result: 0 (the TCR does not bind to the epitope).